Dataset: Catalyst prediction with 721,799 reactions and 888 catalyst types from USPTO. Task: Predict which catalyst facilitates the given reaction. (1) The catalyst class is: 24. Reactant: [CH2:1]([N:3]([CH2:11][CH2:12][N:13]1[CH2:18][CH2:17][S:16][C:15]2[CH:19]=[C:20]([NH:23][C:24]([C:26]3[S:27][CH:28]=[CH:29][CH:30]=3)=[NH:25])[CH:21]=[CH:22][C:14]1=2)C(=O)OC(C)(C)C)[CH3:2].Cl.[OH-].[Na+]. Product: [CH2:1]([NH:3][CH2:11][CH2:12][N:13]1[CH2:18][CH2:17][S:16][C:15]2[CH:19]=[C:20]([NH:23][C:24]([C:26]3[S:27][CH:28]=[CH:29][CH:30]=3)=[NH:25])[CH:21]=[CH:22][C:14]1=2)[CH3:2]. (2) Reactant: [C:1]([C:3]1([CH3:26])[C:12]2[C:7](=[CH:8][CH:9]=[CH:10][CH:11]=2)[C:6]([OH:13])=[C:5]([C:14]([NH:16][CH2:17][C:18]([O:20]C(C)(C)C)=[O:19])=[O:15])[C:4]1=[O:25])#[N:2]. Product: [C:1]([C:3]1([CH3:26])[C:12]2[C:7](=[CH:8][CH:9]=[CH:10][CH:11]=2)[C:6]([OH:13])=[C:5]([C:14]([NH:16][CH2:17][C:18]([OH:20])=[O:19])=[O:15])[C:4]1=[O:25])#[N:2]. The catalyst class is: 67. (3) Reactant: [C:1]([O:5][C:6](=[O:17])[NH:7][C@H:8]([C:11]1[CH:16]=[CH:15][CH:14]=[CH:13][CH:12]=1)[CH2:9][NH2:10])([CH3:4])([CH3:3])[CH3:2].[O:18]1[CH2:23][CH2:22][C:21](=O)[CH2:20][CH2:19]1.[BH-](OC(C)=O)(OC(C)=O)OC(C)=O.[Na+]. Product: [C:1]([O:5][C:6](=[O:17])[NH:7][C@H:8]([C:11]1[CH:12]=[CH:13][CH:14]=[CH:15][CH:16]=1)[CH2:9][NH:10][CH:21]1[CH2:22][CH2:23][O:18][CH2:19][CH2:20]1)([CH3:4])([CH3:2])[CH3:3]. The catalyst class is: 2. (4) Reactant: [Br:1][C:2]1[CH:7]=[C:6]([F:8])[C:5]([F:9])=[CH:4][C:3]=1[OH:10].[C:11]1(P([C:11]2[CH:16]=[CH:15]C=[CH:13][CH:12]=2)[C:11]2[CH:16]=[CH:15]C=[CH:13][CH:12]=2)[CH:16]=[CH:15]C=[CH:13][CH:12]=1.C[C@@H](O)CC=C.CC(OC(/N=N/C(OC(C)C)=O)=O)C. Product: [Br:1][C:2]1[CH:7]=[C:6]([F:8])[C:5]([F:9])=[CH:4][C:3]=1[O:10][C@H:16]([CH2:11][CH:12]=[CH2:13])[CH3:15]. The catalyst class is: 116. (5) The catalyst class is: 34. Product: [C@@H:25]1([O:24][C@@H:7]2[C@@H:6]([CH2:5][OH:4])[O:11][CH:10]([O:12][CH2:13][CH:15]=[CH2:48])[C@H:9]([OH:16])[C@H:8]2[OH:20])[O:30][C@H:29]([CH2:31][OH:32])[C@@H:28]([OH:36])[C@H:27]([OH:40])[C@H:26]1[OH:44]. Reactant: CC([O:4][CH2:5][C@H:6]1[O:11][C@H:10]([O:12][C:13]([CH3:15])=O)[C@H:9]([O:16]C(C)=O)[C@@H:8]([O:20]C(C)=O)[C@@H:7]1[O:24][C@@H:25]1[O:30][C@H:29]([CH2:31][O:32]C(C)=O)[C@@H:28]([O:36]C(C)=O)[C@H:27]([O:40]C(C)=O)[C@H:26]1[O:44]C(C)=O)=O.[CH2:48](O)C=C.FC(F)(F)S(O[Si](C)(C)C)(=O)=O.C[O-].[Na+]. (6) Reactant: [Cl:1][C:2]1[C:7]([CH3:8])=[C:6]([B:9]2[O:13][C:12]([CH3:15])([CH3:14])[C:11]([CH3:17])([CH3:16])[O:10]2)[CH:5]=[CH:4][C:3]=1[OH:18].[CH:19]1C=CC(P(C2C=CC=CC=2)C2C=CC=CC=2)=CC=1.N(C(OC(C)(C)C)=O)=NC(OC(C)(C)C)=O. Product: [Cl:1][C:2]1[C:7]([CH3:8])=[C:6]([B:9]2[O:13][C:12]([CH3:14])([CH3:15])[C:11]([CH3:17])([CH3:16])[O:10]2)[CH:5]=[CH:4][C:3]=1[O:18][CH3:19]. The catalyst class is: 5.